From a dataset of Reaction yield outcomes from USPTO patents with 853,638 reactions. Predict the reaction yield, written as a fraction of the theoretical maximum amount of product (1.0 means a 100% yield; for example, 0.34 means a 34% yield). (1) The reactants are [NH2:1][C:2]1[C:3]([Cl:10])=[N:4][C:5]([Cl:9])=[CH:6][C:7]=1[CH3:8].N1C=CC=CC=1.[Br:17][C:18]1[CH:19]=[C:20]([C:25](Cl)=[O:26])[C:21]([Cl:24])=[N:22][CH:23]=1. The catalyst is C1(C)C=CC=CC=1.O. The product is [Br:17][C:18]1[CH:19]=[C:20]([C:25]([NH:1][C:2]2[C:3]([Cl:10])=[N:4][C:5]([Cl:9])=[CH:6][C:7]=2[CH3:8])=[O:26])[C:21]([Cl:24])=[N:22][CH:23]=1. The yield is 0.360. (2) The reactants are [OH:1][C:2]1[C:10]2[O:9][C:8]([CH3:11])=[N:7][C:6]=2[CH:5]=[C:4]([C:12]([O:14][CH3:15])=[O:13])[CH:3]=1.[C:16](=O)([O-])[O-].[K+].[K+].CI. The catalyst is CN(C=O)C.C(OCC)(=O)C. The product is [CH3:16][O:1][C:2]1[C:10]2[O:9][C:8]([CH3:11])=[N:7][C:6]=2[CH:5]=[C:4]([C:12]([O:14][CH3:15])=[O:13])[CH:3]=1. The yield is 0.730. (3) The reactants are [CH3:1][O:2][C:3](=[O:16])[C:4]1[CH:9]=[C:8](I)[C:7]([C:11]([F:14])([F:13])[F:12])=[CH:6][C:5]=1[NH2:15].[CH3:17][N:18]1[C:22]([Sn](CCCC)(CCCC)CCCC)=[CH:21][N:20]=[N:19]1. The catalyst is O1CCOCC1.C1C=CC(P(C2C=CC=CC=2)[C-]2C=CC=C2)=CC=1.C1C=CC(P(C2C=CC=CC=2)[C-]2C=CC=C2)=CC=1.Cl[Pd]Cl.[Fe+2]. The product is [CH3:1][O:2][C:3](=[O:16])[C:4]1[CH:9]=[C:8]([C:22]2[N:18]([CH3:17])[N:19]=[N:20][CH:21]=2)[C:7]([C:11]([F:14])([F:13])[F:12])=[CH:6][C:5]=1[NH2:15]. The yield is 0.410. (4) The reactants are [CH:1]1([N:4]2[C:12]3[C:7](=[N:8][CH:9]=[CH:10][N:11]=3)[N:6]([C@H:13]3[CH2:16][C@H:15]([NH:17][C:18]4[S:19][C:20]([C:23]([O:25]C)=[O:24])=[CH:21][N:22]=4)[CH2:14]3)[C:5]2=[O:27])[CH2:3][CH2:2]1.[OH-].[Na+]. The catalyst is C(O)C. The product is [CH:1]1([N:4]2[C:12]3[C:7](=[N:8][CH:9]=[CH:10][N:11]=3)[N:6]([C@H:13]3[CH2:16][C@H:15]([NH:17][C:18]4[S:19][C:20]([C:23]([OH:25])=[O:24])=[CH:21][N:22]=4)[CH2:14]3)[C:5]2=[O:27])[CH2:2][CH2:3]1. The yield is 0.890.